The task is: Predict the reactants needed to synthesize the given product.. This data is from Full USPTO retrosynthesis dataset with 1.9M reactions from patents (1976-2016). (1) Given the product [C:1]([O:5][C:6]([CH:7]1[NH:8][CH:9]([CH2:10][C:11]([CH3:21])([CH3:22])[CH2:12][OH:13])[C:29]2([C:28]3[C:32](=[CH:33][C:25]([Cl:24])=[CH:26][CH:27]=3)[NH:31][C:30]2=[O:34])[CH:35]1[C:36]1[CH:41]=[CH:40][CH:39]=[C:38]([Cl:42])[C:37]=1[F:43])=[O:23])([CH3:2])([CH3:3])[CH3:4], predict the reactants needed to synthesize it. The reactants are: [C:1]([O:5][C:6](=[O:23])[CH2:7]/[N:8]=[CH:9]/[CH2:10][C:11]([CH3:22])([CH3:21])[CH2:12][O:13][Si](C(C)(C)C)(C)C)([CH3:4])([CH3:3])[CH3:2].[Cl:24][C:25]1[CH:33]=[C:32]2[C:28](/[C:29](=[CH:35]/[C:36]3[CH:41]=[CH:40][CH:39]=[C:38]([Cl:42])[C:37]=3[F:43])/[C:30](=[O:34])[NH:31]2)=[CH:27][CH:26]=1.C(N(CC)CC)C.C1CCN2C(=NCCC2)CC1. (2) Given the product [CH:3]1([C:6]2[C:11]([C:12]3[CH:13]=[CH:14][C:15]([F:18])=[CH:16][CH:17]=3)=[C:10]([F:19])[C:9]([O:20][CH2:21][CH3:22])=[C:8]([CH2:23][N:24]3[CH2:25][CH2:26][CH:27]([N:30]4[CH:35]=[CH:34][C:33]([C:36]([OH:38])=[O:37])=[C:32]([CH3:40])[C:31]4=[O:41])[CH2:28][CH2:29]3)[CH:7]=2)[CH2:5][CH2:4]1, predict the reactants needed to synthesize it. The reactants are: [OH-].[Na+].[CH:3]1([C:6]2[C:11]([C:12]3[CH:17]=[CH:16][C:15]([F:18])=[CH:14][CH:13]=3)=[C:10]([F:19])[C:9]([O:20][CH2:21][CH3:22])=[C:8]([CH2:23][N:24]3[CH2:29][CH2:28][CH:27]([N:30]4[CH:35]=[CH:34][C:33]([C:36]([O:38]C)=[O:37])=[C:32]([CH3:40])[C:31]4=[O:41])[CH2:26][CH2:25]3)[CH:7]=2)[CH2:5][CH2:4]1. (3) Given the product [NH2:17][C:13]1[CH:12]=[C:11]([CH2:10][S:7]([NH:6][CH2:5][CH2:4][CH2:3][O:2][CH3:1])(=[O:9])=[O:8])[CH:16]=[CH:15][CH:14]=1, predict the reactants needed to synthesize it. The reactants are: [CH3:1][O:2][CH2:3][CH2:4][CH2:5][NH:6][S:7]([CH2:10][C:11]1[CH:16]=[CH:15][CH:14]=[C:13]([N+:17]([O-])=O)[CH:12]=1)(=[O:9])=[O:8]. (4) Given the product [NH2:1][C:2]1[CH:42]=[CH:41][C:5]([C:6]([NH:8][C@H:9]2[CH2:14][CH2:13][CH2:12][C@@H:11]([NH:15][C:16]3[N:21]=[C:20]([C:22]4[C:30]5[C:25](=[CH:26][CH:27]=[CH:28][CH:29]=5)[NH:24][CH:23]=4)[C:19]([Cl:40])=[CH:18][N:17]=3)[CH2:10]2)=[O:7])=[CH:4][C:3]=1[F:43], predict the reactants needed to synthesize it. The reactants are: [NH2:1][C:2]1[CH:42]=[CH:41][C:5]([C:6]([NH:8][C@H:9]2[CH2:14][CH2:13][CH2:12][C@@H:11]([NH:15][C:16]3[N:21]=[C:20]([C:22]4[C:30]5[C:25](=[CH:26][CH:27]=[CH:28][CH:29]=5)[N:24](S(C5C=CC=CC=5)(=O)=O)[CH:23]=4)[C:19]([Cl:40])=[CH:18][N:17]=3)[CH2:10]2)=[O:7])=[CH:4][C:3]=1[F:43].[OH-].[Na+].